Predict the reactants needed to synthesize the given product. From a dataset of Full USPTO retrosynthesis dataset with 1.9M reactions from patents (1976-2016). (1) Given the product [F:20][C:21]1[CH:22]=[C:23]2[C:27](=[CH:28][CH:29]=1)[NH:26][C:25](=[O:30])[C:24]2=[CH:18][C:9]1[NH:10][C:11]2[CH2:16][CH2:15][NH:14][C:13](=[O:17])[C:12]=2[C:8]=1[C:5]1[CH:4]=[CH:3][C:2]([F:1])=[CH:7][CH:6]=1, predict the reactants needed to synthesize it. The reactants are: [F:1][C:2]1[CH:7]=[CH:6][C:5]([C:8]2[C:12]3[C:13](=[O:17])[NH:14][CH2:15][CH2:16][C:11]=3[NH:10][C:9]=2[CH:18]=O)=[CH:4][CH:3]=1.[F:20][C:21]1[CH:22]=[C:23]2[C:27](=[CH:28][CH:29]=1)[NH:26][C:25](=[O:30])[CH2:24]2.N1CCCCC1.CN(C)C=O. (2) Given the product [O:32]=[C:21]1[N:20]([C:18]2[CH:17]=[CH:16][C:14]3[C:15]4[NH:6][N:7]=[CH:8][C:9]=4[CH2:10][CH2:11][CH2:12][C:13]=3[CH:19]=2)[CH2:24][C@H:23]([CH2:25][NH:26][C:27]([CH:29]2[CH2:31][CH2:30]2)=[O:28])[O:22]1, predict the reactants needed to synthesize it. The reactants are: C1(C([N:6]2[C:15]3[C:14]4[CH:16]=[CH:17][C:18]([N:20]5[CH2:24][C@H:23]([CH2:25][NH:26][C:27]([CH:29]6[CH2:31][CH2:30]6)=[O:28])[O:22][C:21]5=[O:32])=[CH:19][C:13]=4[CH2:12][CH2:11][CH2:10][C:9]=3[CH:8]=[N:7]2)=O)CC1.C(N)C1C=CC=CC=1. (3) Given the product [Br:21][C:18]1[CH:19]=[CH:20][N:15]2[N:14]=[C:27]([C:26]3[CH:30]=[CH:31][N:32]=[C:24]([F:23])[CH:25]=3)[N:22]=[C:16]2[CH:17]=1, predict the reactants needed to synthesize it. The reactants are: CC1C=C(C)C=C(C)C=1S([O-])(=O)=O.[NH2:14][N+:15]1[CH:20]=[CH:19][C:18]([Br:21])=[CH:17][C:16]=1[NH2:22].[F:23][C:24]1[CH:25]=[C:26]([CH:30]=[CH:31][N:32]=1)[C:27](Cl)=O. (4) The reactants are: [C:1]1([C:7]2[CH:11]=[C:10]([CH2:12][CH2:13][CH3:14])[NH:9][N:8]=2)[CH:6]=[CH:5][CH:4]=[CH:3][CH:2]=1.[Br:15]Br. Given the product [Br:15][C:11]1[C:7]([C:1]2[CH:2]=[CH:3][CH:4]=[CH:5][CH:6]=2)=[N:8][NH:9][C:10]=1[CH2:12][CH2:13][CH3:14], predict the reactants needed to synthesize it. (5) Given the product [Br:18][C:15]1[CH:16]=[CH:17][C:12]([C@@H:10]([N:7]2[CH2:8][CH2:9][C@@:4]([C:21]3[CH:22]=[CH:23][C:24]([F:27])=[CH:25][CH:26]=3)([CH2:1][CH2:2][CH2:3][OH:46])[N:5]([CH3:20])[C:6]2=[O:19])[CH3:11])=[CH:13][CH:14]=1.[CH2:1]([C@:4]1([C:21]2[CH:22]=[CH:23][C:24]([F:27])=[CH:25][CH:26]=2)[CH2:9][CH2:8][N:7]([C@H:10]([C:12]2[CH:17]=[CH:16][C:15]([Br:18])=[CH:14][CH:13]=2)[CH3:11])[C:6](=[O:19])[N:5]1[CH3:20])[CH:2]=[CH2:3], predict the reactants needed to synthesize it. The reactants are: [CH2:1]([C@:4]1([C:21]2[CH:26]=[CH:25][C:24]([F:27])=[CH:23][CH:22]=2)[CH2:9][CH2:8][N:7]([C@H:10]([C:12]2[CH:17]=[CH:16][C:15]([Br:18])=[CH:14][CH:13]=2)[CH3:11])[C:6](=[O:19])[N:5]1[CH3:20])[CH:2]=[CH2:3].C([C@]1(C2C=CC(F)=CC=2)CCN([C@H](C2C=CC(Br)=CC=2)C)C(=[O:46])N1)C=C. (6) Given the product [C:2]1([C:1]2[CH:12]=[C:11]([CH2:10][OH:13])[O:9][N:8]=2)[CH:7]=[CH:6][CH:5]=[CH:4][CH:3]=1, predict the reactants needed to synthesize it. The reactants are: [CH:1](=[N:8][OH:9])[C:2]1[CH:7]=[CH:6][CH:5]=[CH:4][CH:3]=1.[CH2:10]([OH:13])[C:11]#[CH:12]. (7) Given the product [C:35]([C:27]1[N:26]=[C:25]([N:22]2[CH2:21][CH2:20][N:19]([CH2:18][CH2:17][CH2:16][O:15][C:11]3[N:10]=[C:9]([OH:8])[CH:14]=[CH:13][N:12]=3)[CH2:24][CH2:23]2)[CH:30]=[C:29]([CH:31]2[CH2:32][CH2:33][CH2:34]2)[N:28]=1)([CH3:38])([CH3:36])[CH3:37], predict the reactants needed to synthesize it. The reactants are: C([O:8][C:9]1[CH:14]=[CH:13][N:12]=[C:11]([O:15][CH2:16][CH2:17][CH2:18][N:19]2[CH2:24][CH2:23][N:22]([C:25]3[CH:30]=[C:29]([CH:31]4[CH2:34][CH2:33][CH2:32]4)[N:28]=[C:27]([C:35]([CH3:38])([CH3:37])[CH3:36])[N:26]=3)[CH2:21][CH2:20]2)[N:10]=1)C1C=CC=CC=1. (8) Given the product [Br:1][C:2]1[CH:7]=[CH:6][N:5]2[CH:10]=[C:11]([C:13]3[CH:18]=[CH:17][CH:16]=[C:15]([O:19][CH3:20])[CH:14]=3)[N:8]=[C:4]2[CH:3]=1, predict the reactants needed to synthesize it. The reactants are: [Br:1][C:2]1[CH:7]=[CH:6][N:5]=[C:4]([NH2:8])[CH:3]=1.Br[CH2:10][C:11]([C:13]1[CH:18]=[CH:17][CH:16]=[C:15]([O:19][CH3:20])[CH:14]=1)=O.